This data is from Tox21: 12 toxicity assays (nuclear receptors and stress response pathways). The task is: Binary classification across 12 toxicity assays. (1) The drug is O=C(C(Cl)Cl)N1CCOC12CCCCC2. It tested positive (active) for: SR-ARE (Antioxidant Response Element (oxidative stress)). (2) The drug is COc1ccc(C(=O)c2ccc(C)cc2)c(O)c1. It tested positive (active) for: NR-AhR (Aryl hydrocarbon Receptor agonist activity), and NR-ER (Estrogen Receptor agonist activity). (3) The drug is C=CCN(C1=NCCN1)c1c(Cl)cccc1Cl. It tested positive (active) for: NR-ER (Estrogen Receptor agonist activity). (4) The compound is Oc1ccc(Cl)cc1. It tested positive (active) for: SR-MMP (Mitochondrial Membrane Potential disruption). (5) The molecule is Nc1ccc(-c2ccc(F)cc2)cc1. It tested positive (active) for: NR-AhR (Aryl hydrocarbon Receptor agonist activity), and NR-ER (Estrogen Receptor agonist activity). (6) The compound is CCCCCCCCCCCCCCCCCC(=O)OCCO. It tested positive (active) for: NR-ER (Estrogen Receptor agonist activity).